This data is from Catalyst prediction with 721,799 reactions and 888 catalyst types from USPTO. The task is: Predict which catalyst facilitates the given reaction. Reactant: [CH3:1][S:2][CH2:3][CH2:4][N:5]1[C:9]2[CH:10]=[CH:11][CH:12]=[CH:13][C:8]=2[N:7]=[C:6]1[CH2:14][N:15]1[C:19]2[CH:20]=[CH:21][CH:22]=[CH:23][C:18]=2[N:17]=[N:16]1.[OH2:24].[OH2:25].O.O.O.O.C1(=O)OOOOC(=O)C2=CC=CC=C12.[Mg]. Product: [CH3:1][S:2]([CH2:3][CH2:4][N:5]1[C:9]2[CH:10]=[CH:11][CH:12]=[CH:13][C:8]=2[N:7]=[C:6]1[CH2:14][N:15]1[C:19]2[CH:20]=[CH:21][CH:22]=[CH:23][C:18]=2[N:17]=[N:16]1)(=[O:25])=[O:24]. The catalyst class is: 508.